Dataset: Full USPTO retrosynthesis dataset with 1.9M reactions from patents (1976-2016). Task: Predict the reactants needed to synthesize the given product. (1) Given the product [Cl:1][C:2]1[C:3]([I:19])=[CH:4][C:5]([N+:9]([O-:11])=[O:10])=[C:6]([CH:8]=1)[NH2:7], predict the reactants needed to synthesize it. The reactants are: [Cl:1][C:2]1[CH:3]=[CH:4][C:5]([N+:9]([O-:11])=[O:10])=[C:6]([CH:8]=1)[NH2:7].C1C(=O)N([I:19])C(=O)C1. (2) The reactants are: Br[CH2:2][C:3]([C:5]1[C:10]([CH3:11])=[CH:9][C:8]([S:12]([CH3:15])(=[O:14])=[O:13])=[CH:7][C:6]=1[CH3:16])=O.[NH2:17][C:18]([NH2:20])=[S:19]. Given the product [CH3:16][C:6]1[CH:7]=[C:8]([S:12]([CH3:15])(=[O:14])=[O:13])[CH:9]=[C:10]([CH3:11])[C:5]=1[C:3]1[N:17]=[C:18]([NH2:20])[S:19][CH:2]=1, predict the reactants needed to synthesize it. (3) Given the product [CH:2]1([C:7]2[N:11]3[CH:12]=[C:13]([F:16])[CH:14]=[CH:15][C:10]3=[N:9][C:8]=2[NH:17][C:18](=[O:23])[C:19]([F:22])([F:21])[F:20])[CH2:4][CH2:3]1, predict the reactants needed to synthesize it. The reactants are: [Br-].[CH:2]1([Zn+])[CH2:4][CH2:3]1.Br[C:7]1[N:11]2[CH:12]=[C:13]([F:16])[CH:14]=[CH:15][C:10]2=[N:9][C:8]=1[NH:17][C:18](=[O:23])[C:19]([F:22])([F:21])[F:20]. (4) Given the product [C:6]([NH:9][CH2:10][CH2:11][C:12]1[CH:13]=[CH:14][CH:15]=[C:16]2[C:21]=1[CH:20]=[C:19]([O:22][CH2:23][CH2:24][CH2:25][CH2:26][O:27][C:28]1[CH:37]=[C:36]3[C:31]([CH:32]=[CH:33][CH:34]=[C:35]3[CH2:38][C:39]([OH:41])=[O:40])=[CH:30][CH:29]=1)[CH:18]=[CH:17]2)(=[O:8])[CH3:7], predict the reactants needed to synthesize it. The reactants are: CO.O.[OH-].[Na+].[C:6]([NH:9][CH2:10][CH2:11][C:12]1[CH:13]=[CH:14][CH:15]=[C:16]2[C:21]=1[CH:20]=[C:19]([O:22][CH2:23][CH2:24][CH2:25][CH2:26][O:27][C:28]1[CH:37]=[C:36]3[C:31]([CH:32]=[CH:33][CH:34]=[C:35]3[CH2:38][C:39]([O:41]C)=[O:40])=[CH:30][CH:29]=1)[CH:18]=[CH:17]2)(=[O:8])[CH3:7]. (5) Given the product [CH3:14][O:15][C:16](=[O:25])[C@@H:17]([NH:18][C:2](=[O:4])[C:1]1[CH:11]=[CH:10][CH:9]=[CH:8][C:7]=1[NH2:6])[C:19]1[CH:20]=[CH:21][CH:22]=[CH:23][CH:24]=1, predict the reactants needed to synthesize it. The reactants are: [C:1]12[C:7](=[CH:8][CH:9]=[CH:10][CH:11]=1)[NH:6]C(=O)[O:4][C:2]2=O.Cl.[CH3:14][O:15][C:16](=[O:25])[C@H:17]([C:19]1[CH:24]=[CH:23][CH:22]=[CH:21][CH:20]=1)[NH2:18].C(N(CC)CC)C. (6) The reactants are: [CH2:1]([O:3][C:4](=[O:16])[C:5]1[CH:10]=[CH:9][CH:8]=[C:7]([S:11][CH2:12][C:13](=O)[CH3:14])[CH:6]=1)[CH3:2].[Cl:17][C:18]1[CH:19]=[C:20]([NH:25]N)[CH:21]=[CH:22][C:23]=1[F:24]. Given the product [CH2:1]([O:3][C:4](=[O:16])[C:5]1[CH:10]=[CH:9][CH:8]=[C:7]([S:11][C:12]2[C:21]3[C:20](=[CH:19][C:18]([Cl:17])=[C:23]([F:24])[CH:22]=3)[NH:25][C:13]=2[CH3:14])[CH:6]=1)[CH3:2], predict the reactants needed to synthesize it. (7) Given the product [Br:17][C:9]1[CH:10]=[CH:11][C:6]([NH:5][CH2:4][C:3]2[CH:13]=[CH:14][CH:15]=[CH:16][C:2]=2[Cl:1])=[N:7][C:8]=1[F:12], predict the reactants needed to synthesize it. The reactants are: [Cl:1][C:2]1[CH:16]=[CH:15][CH:14]=[CH:13][C:3]=1[CH2:4][NH:5][C:6]1[CH:11]=[CH:10][CH:9]=[C:8]([F:12])[N:7]=1.[Br:17]N1C(=O)CCC1=O.C(=O)([O-])[O-].[K+].[K+]. (8) Given the product [C:1]1([C:7]2[CH:16]=[CH:15][CH:14]=[C:13]3[C:8]=2[C:9]([NH:28][CH2:29][C:30]2[CH:35]=[CH:34][CH:33]=[CH:32][N:31]=2)=[N:10][C:11]([C:17]2[CH:18]=[N:19][CH:20]=[C:21]([CH:27]=2)[C:22]([NH:37][NH2:38])=[O:24])=[N:12]3)[CH:2]=[CH:3][CH:4]=[CH:5][CH:6]=1, predict the reactants needed to synthesize it. The reactants are: [C:1]1([C:7]2[CH:16]=[CH:15][CH:14]=[C:13]3[C:8]=2[C:9]([NH:28][CH2:29][C:30]2[CH:35]=[CH:34][CH:33]=[CH:32][N:31]=2)=[N:10][C:11]([C:17]2[CH:18]=[N:19][CH:20]=[C:21]([CH:27]=2)[C:22]([O:24]CC)=O)=[N:12]3)[CH:6]=[CH:5][CH:4]=[CH:3][CH:2]=1.O.[NH2:37][NH2:38]. (9) Given the product [CH2:18]([O:20][NH:21][C:14]([C:10]1[CH:9]=[C:8]([N:2]2[CH2:3][CH2:4][O:5][CH2:6][CH2:7]2)[CH:13]=[CH:12][N:11]=1)=[O:16])[CH3:19], predict the reactants needed to synthesize it. The reactants are: Cl.[N:2]1([C:8]2[CH:13]=[CH:12][N:11]=[C:10]([C:14]([OH:16])=O)[CH:9]=2)[CH2:7][CH2:6][O:5][CH2:4][CH2:3]1.Cl.[CH2:18]([O:20][NH2:21])[CH3:19]. (10) Given the product [Br:1][C:2]1[CH:3]=[CH:4][C:5]([NH:8][CH:19]=[C:13]2[C:14](=[O:16])[O:15][C:10]([CH3:18])([CH3:9])[O:11][C:12]2=[O:17])=[N:6][CH:7]=1, predict the reactants needed to synthesize it. The reactants are: [Br:1][C:2]1[CH:3]=[CH:4][C:5]([NH2:8])=[N:6][CH:7]=1.[CH3:9][C:10]1([CH3:18])[O:15][C:14](=[O:16])[CH2:13][C:12](=[O:17])[O:11]1.[CH3:19]OC(OC)OC.